This data is from Reaction yield outcomes from USPTO patents with 853,638 reactions. The task is: Predict the reaction yield, written as a fraction of the theoretical maximum amount of product (1.0 means a 100% yield; for example, 0.34 means a 34% yield). (1) The reactants are [Cl:1][C:2]1[N:11]=[C:10](Cl)[C:9]2[C:4](=[CH:5][CH:6]=[CH:7][CH:8]=2)[N:3]=1.[NH2:13][C:14]1[CH:15]=[CH:16][C:17]([O:20][CH3:21])=[N:18][CH:19]=1.C([O-])(=O)C.[Na+]. The catalyst is C(OCC)(=O)C. The product is [Cl:1][C:2]1[N:11]=[C:10]([NH:13][C:14]2[CH:19]=[N:18][C:17]([O:20][CH3:21])=[CH:16][CH:15]=2)[C:9]2[C:4](=[CH:5][CH:6]=[CH:7][CH:8]=2)[N:3]=1. The yield is 0.980. (2) The reactants are [CH3:1][C:2]([NH:6][C:7]1[S:8][CH:9]=[C:10]([C:12]2[CH:19]=[CH:18][C:15]([C:16]#[N:17])=[CH:14][CH:13]=2)[N:11]=1)([CH3:5])[CH:3]=O.[C:20]([OH:23])(=O)C.CN.[C:26]([BH3-])#[N:27].[Na+].C(O[BH-](OC(=O)C)OC(=O)C)(=O)C.[Na+].C(N(CC)CC)C.ClC(Cl)(OC(=O)OC(Cl)(Cl)Cl)Cl.C([O-])(O)=O.[Na+]. The catalyst is CO.C(OCC)(=O)C.O1CCCC1.C(Cl)Cl. The product is [CH3:26][N:27]1[CH2:3][C:2]([CH3:5])([CH3:1])[N:6]([C:7]2[S:8][CH:9]=[C:10]([C:12]3[CH:19]=[CH:18][C:15]([C:16]#[N:17])=[CH:14][CH:13]=3)[N:11]=2)[C:20]1=[O:23]. The yield is 0.250. (3) The reactants are [CH2:1]([O:4][C:5](=[O:13])[CH:6]([CH:10]([CH3:12])[CH3:11])[C:7](=O)C)[CH:2]=[CH2:3].[Li+].C[Si]([N-][Si](C)(C)C)(C)C.C=O. The catalyst is C1COCC1. The product is [CH2:1]([O:4][C:5](=[O:13])[C:6]([CH:10]([CH3:11])[CH3:12])=[CH2:7])[CH:2]=[CH2:3]. The yield is 0.690. (4) The reactants are [NH2:1][C:2]1[CH:3]=[CH:4][C:5]([CH3:22])=[C:6]([C:8]2[CH:9]=[C:10]([N:16]3[CH2:21][CH2:20][O:19][CH2:18][CH2:17]3)[C:11](=[O:15])[N:12]([CH3:14])[CH:13]=2)[CH:7]=1.N1C2C(=NC=CC=2)N(O)N=1.[ClH:33].C(N=C=NCCCN(C)C)C.Br[CH2:46][C:47]1[CH:55]=[CH:54][C:50]([C:51](O)=[O:52])=[CH:49][C:48]=1[C:56]([F:59])([F:58])[F:57]. The catalyst is CN(C=O)C. The product is [Cl:33][CH2:46][C:47]1[CH:55]=[CH:54][C:50]([C:51]([NH:1][C:2]2[CH:3]=[CH:4][C:5]([CH3:22])=[C:6]([C:8]3[CH:9]=[C:10]([N:16]4[CH2:17][CH2:18][O:19][CH2:20][CH2:21]4)[C:11](=[O:15])[N:12]([CH3:14])[CH:13]=3)[CH:7]=2)=[O:52])=[CH:49][C:48]=1[C:56]([F:59])([F:58])[F:57]. The yield is 0.460. (5) The reactants are [C:1]1([NH:7][C:8]2[C:9]([NH2:19])=[CH:10][C:11]([O:14][C:15]([F:18])([F:17])[F:16])=[CH:12][CH:13]=2)[CH:6]=[CH:5][CH:4]=[CH:3][CH:2]=1.[CH3:20][C:21]1[CH:22]=[C:23](Br)[CH:24]=[C:25]([CH3:27])[CH:26]=1. The catalyst is C1(C)C=CC=CC=1.O.C1C=CC(/C=C/C(/C=C/C2C=CC=CC=2)=O)=CC=1.C1C=CC(/C=C/C(/C=C/C2C=CC=CC=2)=O)=CC=1.C1C=CC(/C=C/C(/C=C/C2C=CC=CC=2)=O)=CC=1.[Pd].[Pd].C1(P(C2CCCCC2)C2C=CC=CC=2C2C(OC)=CC=CC=2OC)CCCCC1. The product is [CH3:20][C:21]1[CH:22]=[C:23]([NH:19][C:9]2[C:8]([NH:7][C:1]3[CH:2]=[CH:3][CH:4]=[CH:5][CH:6]=3)=[CH:13][CH:12]=[C:11]([O:14][C:15]([F:17])([F:18])[F:16])[CH:10]=2)[CH:24]=[C:25]([CH3:27])[CH:26]=1. The yield is 0.830. (6) The reactants are [C:1]1([CH2:7][C:8]#[N:9])[CH:6]=[CH:5][CH:4]=[CH:3][CH:2]=1.[C:10](OCC)(=[O:13])[CH2:11][CH3:12]. The catalyst is C1COCC1. The product is [O:13]=[C:10]([CH2:11][CH3:12])[CH:7]([C:1]1[CH:6]=[CH:5][CH:4]=[CH:3][CH:2]=1)[C:8]#[N:9]. The yield is 0.280. (7) The product is [CH2:30]([N:27]1[C:28]2[CH:29]=[C:21]3[N:20]([CH2:36][O:37][CH2:38][CH2:39][Si:40]([CH3:43])([CH3:42])[CH3:41])[C:19]([C:6]4[C:5]5[C:9](=[CH:10][C:2]([C:46]6[CH:47]=[CH:48][S:44][CH:45]=6)=[CH:3][CH:4]=5)[N:8]([CH2:11][O:12][CH2:13][CH2:14][Si:15]([CH3:18])([CH3:17])[CH3:16])[N:7]=4)=[N:35][C:22]3=[CH:23][C:24]=2[C:25]([CH3:34])([CH3:33])[C:26]1=[O:32])[CH3:31]. The yield is 0.510. The reactants are Br[C:2]1[CH:10]=[C:9]2[C:5]([C:6]([C:19]3[N:20]([CH2:36][O:37][CH2:38][CH2:39][Si:40]([CH3:43])([CH3:42])[CH3:41])[C:21]4[C:22]([N:35]=3)=[CH:23][C:24]3[C:25]([CH3:34])([CH3:33])[C:26](=[O:32])[N:27]([CH2:30][CH3:31])[C:28]=3[CH:29]=4)=[N:7][N:8]2[CH2:11][O:12][CH2:13][CH2:14][Si:15]([CH3:18])([CH3:17])[CH3:16])=[CH:4][CH:3]=1.[S:44]1[CH:48]=[CH:47][C:46](B(O)O)=[CH:45]1.C(=O)(O)[O-].[Na+].O. The catalyst is C1(C)C=CC=CC=1.CO. (8) The reactants are [NH2:1][CH2:2][CH:3]1[CH2:8][CH2:7][NH:6][CH2:5][CH2:4]1.C(=O)C1C=CC=CC=1.[CH2:17]([O:24][C:25](Cl)=[O:26])[C:18]1[CH:23]=[CH:22][CH:21]=[CH:20][CH:19]=1.OS([O-])(=O)=O.[K+]. The catalyst is C1(C)C=CC=CC=1. The product is [NH2:1][CH2:2][CH:3]1[CH2:8][CH2:7][N:6]([C:25]([O:24][CH2:17][C:18]2[CH:23]=[CH:22][CH:21]=[CH:20][CH:19]=2)=[O:26])[CH2:5][CH2:4]1. The yield is 0.910.